Dataset: Reaction yield outcomes from USPTO patents with 853,638 reactions. Task: Predict the reaction yield, written as a fraction of the theoretical maximum amount of product (1.0 means a 100% yield; for example, 0.34 means a 34% yield). (1) The reactants are Cl[C:2]1[N:7]=[N:6][C:5]2[S:8][CH2:9][CH2:10][O:11][C:4]=2[CH:3]=1.C(=O)([O-])[O-].[K+].[K+].B1(C=C)OB([CH:24]=[CH2:25])OB(C=C)O1.C1C=CN=CC=1.O. The catalyst is C(COC)OC.C1C=CC([P]([Pd]([P](C2C=CC=CC=2)(C2C=CC=CC=2)C2C=CC=CC=2)([P](C2C=CC=CC=2)(C2C=CC=CC=2)C2C=CC=CC=2)[P](C2C=CC=CC=2)(C2C=CC=CC=2)C2C=CC=CC=2)(C2C=CC=CC=2)C2C=CC=CC=2)=CC=1. The product is [CH:24]([C:2]1[N:7]=[N:6][C:5]2[S:8][CH2:9][CH2:10][O:11][C:4]=2[CH:3]=1)=[CH2:25]. The yield is 0.460. (2) The reactants are [F:1][C:2]1[CH:3]=[CH:4][C:5]([OH:11])=[C:6](B(O)O)[CH:7]=1.Cl[C:13]1[CH:22]=[CH:21][C:16]([C:17]([O:19][CH3:20])=[O:18])=[CH:15][N:14]=1.C(=O)([O-])[O-].[K+].[K+]. The catalyst is C1C=CC([P]([Pd]([P](C2C=CC=CC=2)(C2C=CC=CC=2)C2C=CC=CC=2)([P](C2C=CC=CC=2)(C2C=CC=CC=2)C2C=CC=CC=2)[P](C2C=CC=CC=2)(C2C=CC=CC=2)C2C=CC=CC=2)(C2C=CC=CC=2)C2C=CC=CC=2)=CC=1.O1CCOCC1.O. The product is [F:1][C:2]1[CH:3]=[CH:4][C:5]([OH:11])=[C:6]([C:13]2[CH:22]=[CH:21][C:16]([C:17]([O:19][CH3:20])=[O:18])=[CH:15][N:14]=2)[CH:7]=1. The yield is 0.570. (3) The product is [NH2:24][C:23]1[CH:22]=[CH:21][C:20]([CH3:19])=[C:26]([C:2]2[N:7]=[C:6]([N:8]3[CH2:13][CH2:12][O:11][CH2:10][CH2:9]3)[N:5]=[C:4]([NH:14][CH2:15][C@H:16]([OH:18])[CH3:17])[CH:3]=2)[CH:25]=1. The reactants are Cl[C:2]1[N:7]=[C:6]([N:8]2[CH2:13][CH2:12][O:11][CH2:10][CH2:9]2)[N:5]=[C:4]([NH:14][CH2:15][C@H:16]([OH:18])[CH3:17])[CH:3]=1.[CH3:19][C:20]1[CH:26]=[CH:25][C:23]([NH2:24])=[CH:22][C:21]=1B1OC(C)(C)C(C)(C)O1. The catalyst is COCCOC.C(=O)([O-])[O-].[Na+].[Na+].C(OCC)(=O)C.C1C=CC(P(C2C=CC=CC=2)[C-]2C=CC=C2)=CC=1.C1C=CC(P(C2C=CC=CC=2)[C-]2C=CC=C2)=CC=1.Cl[Pd]Cl.[Fe+2].C(Cl)Cl. The yield is 0.560. (4) The reactants are [CH2:1]([O:8][C:9]1[C:16]([CH3:17])=[CH:15][CH:14]=[CH:13][C:10]=1[CH:11]=O)[C:2]1[CH:7]=[CH:6][CH:5]=[CH:4][CH:3]=1.[CH3:18][S:19][CH2:20][S:21]([CH3:23])=[O:22].O1CCCC1.[OH-].C([N+](C)(C)C)C1C=CC=CC=1. The catalyst is CO. The product is [CH3:23][S:21]([C:20]([S:19][CH3:18])=[CH:11][C:10]1[CH:13]=[CH:14][CH:15]=[C:16]([CH3:17])[C:9]=1[O:8][CH2:1][C:2]1[CH:7]=[CH:6][CH:5]=[CH:4][CH:3]=1)=[O:22]. The yield is 0.860. (5) The reactants are [F:1][C:2]1[CH:31]=[C:30]([F:32])[CH:29]=[CH:28][C:3]=1[O:4][C:5]1[C:10]([C:11]2[C:19]3[C:14](=[C:15]([O:20]C)[N:16]=[CH:17][CH:18]=3)[N:13]([CH3:22])[CH:12]=2)=[CH:9][C:8]([CH2:23][S:24]([CH3:27])(=[O:26])=[O:25])=[CH:7][N:6]=1.Cl.O1CCOCC1. No catalyst specified. The product is [F:1][C:2]1[CH:31]=[C:30]([F:32])[CH:29]=[CH:28][C:3]=1[O:4][C:5]1[C:10]([C:11]2[C:19]3[CH:18]=[CH:17][NH:16][C:15](=[O:20])[C:14]=3[N:13]([CH3:22])[CH:12]=2)=[CH:9][C:8]([CH2:23][S:24]([CH3:27])(=[O:25])=[O:26])=[CH:7][N:6]=1. The yield is 0.820. (6) The reactants are [N+]([C:4]1[CH:10]=[CH:9][CH:8]=[CH:7][C:5]=1[NH2:6])([O-])=O.Cl[C:12]1[C:20]([Cl:21])=[CH:19][CH:18]=[CH:17][C:13]=1[C:14]([OH:16])=[O:15].C(=O)([O-])[O-].[Na+].[Na+]. The catalyst is CS(C)=O. The product is [C:5]1([NH:6][C:20]2([Cl:21])[CH:19]=[CH:18][CH:17]=[C:13]([C:14]([OH:16])=[O:15])[CH2:12]2)[CH:7]=[CH:8][CH:9]=[CH:10][CH:4]=1. The yield is 0.470.